From a dataset of Forward reaction prediction with 1.9M reactions from USPTO patents (1976-2016). Predict the product of the given reaction. (1) Given the reactants [O:1]1[CH:5]=[CH:4][CH:3]=[C:2]1[C:6]1[O:7][C:8]([CH3:46])=[C:9]([CH2:11][O:12][C:13]2[CH:43]=[CH:42][C:16]([CH2:17][O:18][C:19]3[C:23](/[CH:24]=[CH:25]/[C:26]4[S:27][CH:28]=[C:29]([C:31]([O:33]CC)=[O:32])[N:30]=4)=[CH:22][N:21]([C:36]4[CH:41]=[CH:40][CH:39]=[CH:38][CH:37]=4)[N:20]=3)=[CH:15][C:14]=2[O:44][CH3:45])[N:10]=1.O1CCCC1.[OH-].[Na+].Cl, predict the reaction product. The product is: [O:1]1[CH:5]=[CH:4][CH:3]=[C:2]1[C:6]1[O:7][C:8]([CH3:46])=[C:9]([CH2:11][O:12][C:13]2[CH:43]=[CH:42][C:16]([CH2:17][O:18][C:19]3[C:23](/[CH:24]=[CH:25]/[C:26]4[S:27][CH:28]=[C:29]([C:31]([OH:33])=[O:32])[N:30]=4)=[CH:22][N:21]([C:36]4[CH:37]=[CH:38][CH:39]=[CH:40][CH:41]=4)[N:20]=3)=[CH:15][C:14]=2[O:44][CH3:45])[N:10]=1. (2) Given the reactants Br[C:2]1[CH:12]=[CH:11][CH:10]=[CH:9][C:3]=1[CH:4]=[CH:5][C:6](O)=O.[Li+].[Cl-].[Li][O:16][C:17]([CH3:19])=O.Cl, predict the reaction product. The product is: [CH2:4]([C:3]1[CH:9]=[CH:10][CH:11]=[CH:12][C:2]=1[O:16][CH2:17][C:19]1[CH:11]=[CH:12][CH:2]=[CH:3][CH:4]=1)[CH:5]=[CH2:6]. (3) Given the reactants [F:1][C:2]1[CH:3]=[C:4]([Mg]Br)[CH:5]=[CH:6][CH:7]=1.C1COCC1.[NH2:15][C:16]1[C:17]([C:38](N(OC)C)=[O:39])=[N:18][C:19]([C:22]2[CH:27]=[CH:26][CH:25]=[C:24]([C:28]([NH:30][CH2:31][C:32]3[CH:37]=[CH:36][CH:35]=[CH:34][CH:33]=3)=[O:29])[CH:23]=2)=[CH:20][N:21]=1, predict the reaction product. The product is: [NH2:15][C:16]1[N:21]=[CH:20][C:19]([C:22]2[CH:23]=[C:24]([CH:25]=[CH:26][CH:27]=2)[C:28]([NH:30][CH2:31][C:32]2[CH:33]=[CH:34][CH:35]=[CH:36][CH:37]=2)=[O:29])=[N:18][C:17]=1[C:38]([C:4]1[CH:5]=[CH:6][CH:7]=[C:2]([F:1])[CH:3]=1)=[O:39]. (4) Given the reactants [F:1][C:2]1[C:3]2[CH:4]=[C:5]3[C:14]4[N:15]=[C:16]([C:19]5[C:20]([N:39]([CH3:44])[S:40]([CH3:43])(=[O:42])=[O:41])=[CH:21][C:22]6[O:26][C:25]([C:27]7[CH:32]=[CH:31][C:30]([F:33])=[CH:29][CH:28]=7)=[C:24]([C:34]([NH:36][CH3:37])=[O:35])[C:23]=6[CH:38]=5)[CH:17]=[CH:18][C:13]=4[O:12][CH:11]([CH2:45][OH:46])[N:6]3[C:7]=2[CH:8]=[CH:9][CH:10]=1.[C:47]([NH:54][C@H:55]([C:59](O)=[O:60])[CH:56]([CH3:58])[CH3:57])([O:49][C:50]([CH3:53])([CH3:52])[CH3:51])=[O:48].CCN=C=NCCCN(C)C.CCN(CC)CC, predict the reaction product. The product is: [C:50]([O:49][C:47]([NH:54][C@@H:55]([CH:56]([CH3:58])[CH3:57])[C:59]([O:46][CH2:45][CH:11]1[N:6]2[C:7]3[CH:8]=[CH:9][CH:10]=[C:2]([F:1])[C:3]=3[CH:4]=[C:5]2[C:14]2[N:15]=[C:16]([C:19]3[C:20]([N:39]([CH3:44])[S:40]([CH3:43])(=[O:42])=[O:41])=[CH:21][C:22]4[O:26][C:25]([C:27]5[CH:32]=[CH:31][C:30]([F:33])=[CH:29][CH:28]=5)=[C:24]([C:34](=[O:35])[NH:36][CH3:37])[C:23]=4[CH:38]=3)[CH:17]=[CH:18][C:13]=2[O:12]1)=[O:60])=[O:48])([CH3:53])([CH3:52])[CH3:51]. (5) Given the reactants [CH2:1]([N:3]1[C:11]2[CH:12]=[CH:13][C:14]([N+:16]([O-])=O)=[CH:15][C:10]=2[O:9][C:5]2([CH2:8][CH2:7][CH2:6]2)[C:4]1=[O:19])[CH3:2].[H][H], predict the reaction product. The product is: [NH2:16][C:14]1[CH:13]=[CH:12][C:11]2[N:3]([CH2:1][CH3:2])[C:4](=[O:19])[C:5]3([O:9][C:10]=2[CH:15]=1)[CH2:8][CH2:7][CH2:6]3. (6) The product is: [ClH:28].[F:1][C:2]1[CH:7]=[CH:6][C:5]([C:8]2[N:13]=[CH:12][N:11]=[C:10]([NH:14][C:15]3[CH:16]=[C:17]([CH2:21][S:22]([NH2:25])(=[O:24])=[O:23])[CH:18]=[CH:19][CH:20]=3)[N:9]=2)=[C:4]([O:26][CH3:27])[CH:3]=1. Given the reactants [F:1][C:2]1[CH:7]=[CH:6][C:5]([C:8]2[N:13]=[CH:12][N:11]=[C:10]([NH:14][C:15]3[CH:16]=[C:17]([CH2:21][S:22]([NH2:25])(=[O:24])=[O:23])[CH:18]=[CH:19][CH:20]=3)[N:9]=2)=[C:4]([O:26][CH3:27])[CH:3]=1.[ClH:28], predict the reaction product. (7) Given the reactants [Cl:1][C:2]1[C:3]([NH:25][C:26]2[CH:31]=[CH:30][CH:29]=[CH:28][C:27]=2[S:32](=[O:36])(=[O:35])[NH:33][CH3:34])=[N:4][C:5]([NH:8][C:9]2[CH:24]=[CH:23][C:12]3[N:13]([CH2:19][C:20](O)=[O:21])[C:14](=[O:18])[CH2:15][CH2:16][CH2:17][C:11]=3[CH:10]=2)=[N:6][CH:7]=1.[CH3:37][N:38]1[CH2:43][CH2:42][NH:41][CH2:40][CH2:39]1.Cl.CN(C)CCCN=C=NCC.CN1CCOCC1.OC1C2N=NNC=2C=CC=1, predict the reaction product. The product is: [Cl:1][C:2]1[C:3]([NH:25][C:26]2[CH:31]=[CH:30][CH:29]=[CH:28][C:27]=2[S:32]([NH:33][CH3:34])(=[O:36])=[O:35])=[N:4][C:5]([NH:8][C:9]2[CH:24]=[CH:23][C:12]3[N:13]([CH2:19][C:20]([N:41]4[CH2:42][CH2:43][N:38]([CH3:37])[CH2:39][CH2:40]4)=[O:21])[C:14](=[O:18])[CH2:15][CH2:16][CH2:17][C:11]=3[CH:10]=2)=[N:6][CH:7]=1.